This data is from Catalyst prediction with 721,799 reactions and 888 catalyst types from USPTO. The task is: Predict which catalyst facilitates the given reaction. (1) Reactant: [NH2:1][C:2]1[N:10]=[CH:9][N:8]=[C:7]2[C:3]=1[N:4]=[CH:5][N:6]2[C@H:11]1[C@@H:15]2[O:16][C:17]([CH3:20])([CH3:19])[O:18][C@@H:14]2[C@@H:13]([CH2:21][N:22]([CH:27]([CH3:29])[CH3:28])[CH2:23][CH2:24][CH2:25][NH2:26])[O:12]1.[Cl:30][C:31]1[CH:36]=[CH:35][C:34]([N:37]=[C:38]=[O:39])=[CH:33][C:32]=1[C:40]([F:43])([F:42])[F:41]. Product: [NH2:1][C:2]1[N:10]=[CH:9][N:8]=[C:7]2[C:3]=1[N:4]=[CH:5][N:6]2[C@H:11]1[C@@H:15]2[O:16][C:17]([CH3:19])([CH3:20])[O:18][C@@H:14]2[C@@H:13]([CH2:21][N:22]([CH:27]([CH3:29])[CH3:28])[CH2:23][CH2:24][CH2:25][NH:26][C:38]([NH:37][C:34]2[CH:35]=[CH:36][C:31]([Cl:30])=[C:32]([C:40]([F:42])([F:41])[F:43])[CH:33]=2)=[O:39])[O:12]1. The catalyst class is: 2. (2) Reactant: C(=O)([O-])[O-].[K+].[K+].[Br:7][C:8]1[CH:9]=[CH:10][C:11]2[O:15][CH2:14][C:13](=[O:16])[C:12]=2[CH:17]=1.Cl[C:19]([O:21][CH2:22][CH3:23])=[O:20]. Product: [Br:7][C:8]1[CH:9]=[CH:10][C:11]2[O:15][CH:14]([C:19]([O:21][CH2:22][CH3:23])=[O:20])[C:13](=[O:16])[C:12]=2[CH:17]=1. The catalyst class is: 21. (3) Reactant: [C:1]([O:5][C:6]([NH:8][CH2:9][C:10]1[C:11]([CH2:27][CH:28]([CH3:30])[CH3:29])=[N:12][C:13]([CH3:26])=[C:14]([C:18]=1[C:19]1[CH:24]=[CH:23][C:22]([CH3:25])=[CH:21][CH:20]=1)[C:15]([OH:17])=[O:16])=[O:7])([CH3:4])([CH3:3])[CH3:2].Br[CH2:32][C:33]1[CH:42]=[CH:41][C:36]([C:37]([O:39][CH3:40])=[O:38])=[CH:35][CH:34]=1.C(=O)([O-])[O-].[K+].[K+]. Product: [C:1]([O:5][C:6]([NH:8][CH2:9][C:10]1[C:11]([CH2:27][CH:28]([CH3:30])[CH3:29])=[N:12][C:13]([CH3:26])=[C:14]([C:18]=1[C:19]1[CH:24]=[CH:23][C:22]([CH3:25])=[CH:21][CH:20]=1)[C:15]([O:17][CH2:32][C:33]1[CH:34]=[CH:35][C:36]([C:37]([O:39][CH3:40])=[O:38])=[CH:41][CH:42]=1)=[O:16])=[O:7])([CH3:4])([CH3:3])[CH3:2]. The catalyst class is: 42. (4) Reactant: [F:1][C:2]1[C:7]([F:8])=[CH:6][CH:5]=[CH:4][C:3]=1[NH:9][C:10](=[O:33])[CH2:11][N:12]1[CH:16]=[C:15]([NH:17][C:18]2[C:27]3[C:22](=[CH:23][C:24]([O:30][CH2:31][CH3:32])=[CH:25][C:26]=3[O:28]C)[N:21]=[CH:20][N:19]=2)[CH:14]=[N:13]1.Cl.N1C=CC=CC=1. Product: [F:1][C:2]1[C:7]([F:8])=[CH:6][CH:5]=[CH:4][C:3]=1[NH:9][C:10](=[O:33])[CH2:11][N:12]1[CH:16]=[C:15]([NH:17][C:18]2[C:27]3[C:22](=[CH:23][C:24]([O:30][CH2:31][CH3:32])=[CH:25][C:26]=3[OH:28])[N:21]=[CH:20][N:19]=2)[CH:14]=[N:13]1. The catalyst class is: 17. (5) Reactant: CS(C)=O.[OH:5][CH:6]1[CH2:29][CH2:28][C:9]2([C:13](=[O:14])[N:12]([C:15]3[CH:16]=[N:17][C:18]([O:21][C@@H:22]([CH3:27])[C:23]([F:26])([F:25])[F:24])=[CH:19][CH:20]=3)[CH2:11][CH2:10]2)[CH2:8][CH2:7]1.C(Cl)(=O)C(Cl)=O.Cl. Product: [F:26][C:23]([F:24])([F:25])[C@H:22]([CH3:27])[O:21][C:18]1[N:17]=[CH:16][C:15]([N:12]2[CH2:11][CH2:10][C:9]3([CH2:8][CH2:7][C:6](=[O:5])[CH2:29][CH2:28]3)[C:13]2=[O:14])=[CH:20][CH:19]=1. The catalyst class is: 236. (6) Product: [C:45]([C:43]1[CH:44]=[C:40]([NH:39][C:38]([NH:24][C@@H:17]2[C:18]3[C:23](=[CH:22][CH:21]=[CH:20][CH:19]=3)[C@H:14]([O:13][C:10]3[CH:11]=[CH:12][C:7]4[N:8]([C:4]([CH:1]([CH3:3])[CH3:2])=[N:5][N:6]=4)[CH:9]=3)[CH2:15][CH2:16]2)=[O:37])[N:41]([C:49]2[CH:54]=[CH:53][CH:52]=[CH:51][CH:50]=2)[N:42]=1)([CH3:48])([CH3:46])[CH3:47]. Reactant: [CH:1]([C:4]1[N:8]2[CH:9]=[C:10]([O:13][C@H:14]3[C:23]4[C:18](=[CH:19][CH:20]=[CH:21][CH:22]=4)[C@@H:17]([NH2:24])[CH2:16][CH2:15]3)[CH:11]=[CH:12][C:7]2=[N:6][N:5]=1)([CH3:3])[CH3:2].C(N(C(C)C)C(C)C)C.ClC(Cl)(Cl)C[O:37][C:38](=O)[NH:39][C:40]1[N:41]([C:49]2[CH:54]=[CH:53][CH:52]=[CH:51][CH:50]=2)[N:42]=[C:43]([C:45]([CH3:48])([CH3:47])[CH3:46])[CH:44]=1. The catalyst class is: 12. (7) Reactant: [O:1]1[C:5]2[CH:6]=[CH:7][CH:8]=[CH:9][C:4]=2[N:3]=[C:2]1[N:10]1[CH2:16][C:15]2[CH:17]=[C:18]([CH:21]=O)[CH:19]=[CH:20][C:14]=2[O:13][CH2:12][CH2:11]1.[S:23]1[CH2:27][C:26](=[O:28])[NH:25][C:24]1=[O:29].C([O-])(=O)C.[NH2+]1CCCCC1. Product: [O:1]1[C:5]2[CH:6]=[CH:7][CH:8]=[CH:9][C:4]=2[N:3]=[C:2]1[N:10]1[CH2:16][C:15]2[CH:17]=[C:18]([CH:21]=[C:27]3[S:23][C:24](=[O:29])[NH:25][C:26]3=[O:28])[CH:19]=[CH:20][C:14]=2[O:13][CH2:12][CH2:11]1. The catalyst class is: 11. (8) Reactant: [NH:1]([C:3]1[N:12]=[CH:11][CH:10]=[C:9]2[C:4]=1[CH:5]=[C:6]([C:31]1[CH:36]=[CH:35][CH:34]=[CH:33][CH:32]=1)[C:7]([C:13]1[CH:18]=[CH:17][C:16]([C:19]3([NH:23][C:24](=[O:30])[O:25][C:26]([CH3:29])([CH3:28])[CH3:27])[CH2:22][CH2:21][CH2:20]3)=[CH:15][CH:14]=1)=[N:8]2)[NH2:2].C(Cl)CCl.C1C=CC2N(O)N=NC=2C=1.[N:51]1[CH:56]=[CH:55][CH:54]=[N:53][C:52]=1[C:57](O)=O.CCN(C(C)C)C(C)C.C(O)(=O)C. Product: [C:31]1([C:6]2[C:7]([C:13]3[CH:18]=[CH:17][C:16]([C:19]4([NH:23][C:24](=[O:30])[O:25][C:26]([CH3:29])([CH3:28])[CH3:27])[CH2:22][CH2:21][CH2:20]4)=[CH:15][CH:14]=3)=[N:8][C:9]3[CH:10]=[CH:11][N:12]4[C:57]([C:52]5[N:53]=[CH:54][CH:55]=[CH:56][N:51]=5)=[N:2][N:1]=[C:3]4[C:4]=3[CH:5]=2)[CH:32]=[CH:33][CH:34]=[CH:35][CH:36]=1. The catalyst class is: 399. (9) Product: [C:19]([S:21][C@H:11]1[CH2:12][CH2:13][N:9]([C:6]2[S:7][CH:8]=[C:4]([C:1](=[O:3])[NH2:2])[N:5]=2)[CH2:10]1)(=[O:22])[CH3:20]. The catalyst class is: 10. Reactant: [C:1]([C:4]1[N:5]=[C:6]([N:9]2[CH2:13][CH2:12][C@@H:11](OS(C)(=O)=O)[CH2:10]2)[S:7][CH:8]=1)(=[O:3])[NH2:2].[C:19]([O-:22])(=[S:21])[CH3:20].[K+].